The task is: Predict which catalyst facilitates the given reaction.. This data is from Catalyst prediction with 721,799 reactions and 888 catalyst types from USPTO. (1) Reactant: [N+:1]([C:4]1[CH:5]=[C:6]2[C:11](=[CH:12][CH:13]=1)[NH:10][C:9](=[O:14])[CH2:8][CH2:7]2)([O-:3])=[O:2].Cl.Cl[CH2:17][CH2:18][N:19]1[CH2:24][CH2:23][O:22][CH2:21][CH2:20]1.[I-].[Na+].C(=O)([O-])[O-].[K+].[K+]. Product: [O:22]1[CH2:23][CH2:24][N:19]([CH2:18][CH2:17][N:10]2[C:11]3[C:6](=[CH:5][C:4]([N+:1]([O-:3])=[O:2])=[CH:13][CH:12]=3)[CH2:7][CH2:8][C:9]2=[O:14])[CH2:20][CH2:21]1. The catalyst class is: 18. (2) Reactant: [Cl:1][C:2]1[CH:7]=[C:6]([F:8])[CH:5]=[CH:4][C:3]=1[CH:9]1[CH2:14][CH:13]([OH:15])[CH2:12][N:11]([NH:16][C:17](=[S:32])[NH:18][CH:19]2[CH2:24][CH2:23][N:22]([C:25]([O:27][C:28]([CH3:31])([CH3:30])[CH3:29])=[O:26])[CH2:21][CH2:20]2)[C:10]1=[O:33].I[CH3:35]. Product: [Cl:1][C:2]1[CH:7]=[C:6]([F:8])[CH:5]=[CH:4][C:3]=1[CH:9]1[CH2:14][CH:13]([OH:15])[CH2:12][N:11]([N:16]=[C:17]([NH:18][CH:19]2[CH2:24][CH2:23][N:22]([C:25]([O:27][C:28]([CH3:30])([CH3:29])[CH3:31])=[O:26])[CH2:21][CH2:20]2)[S:32][CH3:35])[C:10]1=[O:33]. The catalyst class is: 3. (3) Reactant: [CH3:1][C:2]1[C:10]2[C:9]([OH:11])=[C:8]([C:12]([OH:14])=O)[C:7](=[O:15])[N:6]([CH3:16])[C:5]=2[S:4][CH:3]=1.C(N(CC)CC)C.[CH3:24][NH:25][C:26]1[CH:31]=[C:30]([F:32])[CH:29]=[CH:28][C:27]=1[F:33].S(Cl)(Cl)=O. Product: [F:33][C:27]1[CH:28]=[CH:29][C:30]([F:32])=[CH:31][C:26]=1[N:25]([CH3:24])[C:12]([C:8]1[C:7](=[O:15])[N:6]([CH3:16])[C:5]2[S:4][CH:3]=[C:2]([CH3:1])[C:10]=2[C:9]=1[OH:11])=[O:14]. The catalyst class is: 526. (4) The catalyst class is: 3. Product: [Si:24]([O:17][CH2:14][C:43]1[CH:44]=[C:39]([CH:40]=[CH:41][CH:42]=1)[CH2:38][N:10]1[C:5]2[C:6](=[N:7][C:2]([Cl:1])=[CH:3][CH:4]=2)[CH:8]=[C:9]1[C:11]([O:13][CH2:45][C:41]1[CH:42]=[CH:43][CH:44]=[C:39]([CH2:38][O:37][Si:24]([C:20]([CH3:23])([CH3:21])[CH3:22])([C:31]2[CH:36]=[CH:35][CH:34]=[CH:33][CH:32]=2)[C:25]2[CH:30]=[CH:29][CH:28]=[CH:27][CH:26]=2)[CH:40]=1)=[O:12])([C:20]([CH3:23])([CH3:21])[CH3:22])([C:31]1[CH:36]=[CH:35][CH:34]=[CH:33][CH:32]=1)[C:25]1[CH:30]=[CH:29][CH:28]=[CH:27][CH:26]=1. Reactant: [Cl:1][C:2]1[N:7]=[C:6]2[CH:8]=[C:9]([C:11]([OH:13])=[O:12])[NH:10][C:5]2=[CH:4][CH:3]=1.[C:14]([O-:17])([O-])=O.[Cs+].[Cs+].[C:20]([Si:24]([O:37][CH2:38][C:39]1[CH:44]=[CH:43][CH:42]=[C:41]([CH2:45]Cl)[CH:40]=1)([C:31]1[CH:36]=[CH:35][CH:34]=[CH:33][CH:32]=1)[C:25]1[CH:30]=[CH:29][CH:28]=[CH:27][CH:26]=1)([CH3:23])([CH3:22])[CH3:21]. (5) Reactant: [CH:1]1([NH:6][C:7]2[C:8]([N:17]3[CH2:22][CH2:21][N:20]([C:23]([C:25]4[CH:30]=[C:29]([Cl:31])[CH:28]=[CH:27][C:26]=4[Cl:32])=O)[CH2:19][CH2:18]3)=[N:9][C:10]3[C:15]([N:16]=2)=[CH:14][CH:13]=[CH:12][CH:11]=3)[CH2:5][CH2:4][CH2:3][CH2:2]1.FC(F)(F)S(OS(C(F)(F)F)(=O)=O)(=O)=O.[BH4-].[Na+]. Product: [CH:1]1([NH:6][C:7]2[C:8]([N:17]3[CH2:18][CH2:19][N:20]([CH2:23][C:25]4[CH:30]=[C:29]([Cl:31])[CH:28]=[CH:27][C:26]=4[Cl:32])[CH2:21][CH2:22]3)=[N:9][C:10]3[C:15](=[CH:14][CH:13]=[CH:12][CH:11]=3)[N:16]=2)[CH2:2][CH2:3][CH2:4][CH2:5]1. The catalyst class is: 76. (6) Reactant: [C:1]1([CH:7]2[CH2:16][CH2:15][C:14]3[C:9](=[CH:10][CH:11]=[C:12]([O:17][C:18]4[N:23]=[CH:22][C:21]([NH2:24])=[CH:20][CH:19]=4)[CH:13]=3)[O:8]2)[CH:6]=[CH:5][CH:4]=[CH:3][CH:2]=1.[C:25](O)(=[O:31])[CH2:26][CH2:27][C:28]([OH:30])=[O:29].O. Product: [C:1]1([CH:7]2[CH2:16][CH2:15][C:14]3[C:9](=[CH:10][CH:11]=[C:12]([O:17][C:18]4[N:23]=[CH:22][C:21]([NH:24][C:25](=[O:31])[CH2:26][CH2:27][C:28]([OH:30])=[O:29])=[CH:20][CH:19]=4)[CH:13]=3)[O:8]2)[CH:6]=[CH:5][CH:4]=[CH:3][CH:2]=1. The catalyst class is: 4. (7) Reactant: Br[C:2]1[C:10]2[O:9][C:8]([CH2:11][CH3:12])=[N:7][C:6]=2[C:5]([O:13][CH3:14])=[CH:4][CH:3]=1.[B:15]1([B:15]2[O:19][C:18]([CH3:21])([CH3:20])[C:17]([CH3:23])([CH3:22])[O:16]2)[O:19][C:18]([CH3:21])([CH3:20])[C:17]([CH3:23])([CH3:22])[O:16]1.C(C(CCCC)C([O-])=O)C.[K+].O. Product: [CH2:11]([C:8]1[O:9][C:10]2[C:2]([B:15]3[O:19][C:18]([CH3:21])([CH3:20])[C:17]([CH3:23])([CH3:22])[O:16]3)=[CH:3][CH:4]=[C:5]([O:13][CH3:14])[C:6]=2[N:7]=1)[CH3:12]. The catalyst class is: 12. (8) Reactant: Br[C@@H:2]([C:4]1[CH:9]=[C:8]([C:10]([F:13])([F:12])[F:11])[CH:7]=[C:6]([C:14]([F:17])([F:16])[F:15])[CH:5]=1)[CH3:3].[N-:18]=[N+:19]=[N-:20].[Na+]. Product: [F:15][C:14]([F:17])([F:16])[C:6]1[CH:5]=[C:4]([CH:2]([N:18]=[N+:19]=[N-:20])[CH3:3])[CH:9]=[C:8]([C:10]([F:13])([F:12])[F:11])[CH:7]=1. The catalyst class is: 9. (9) The catalyst class is: 2. Reactant: [N:1]1([C:11]([O:13][CH2:14][C:15]2[CH:20]=[CH:19][CH:18]=[CH:17][CH:16]=2)=[O:12])[CH2:10][C@H:8]([OH:9])[CH2:7][C@H:2]1[C:3]([O:5][CH3:6])=[O:4].N1C=CN=C1.[Si:26](Cl)([C:29]([CH3:32])([CH3:31])[CH3:30])([CH3:28])[CH3:27]. Product: [CH3:6][O:5][C:3]([CH:2]1[CH2:7][CH:8]([O:9][Si:26]([C:29]([CH3:32])([CH3:31])[CH3:30])([CH3:28])[CH3:27])[CH2:10][N:1]1[C:11]([O:13][CH2:14][C:15]1[CH:16]=[CH:17][CH:18]=[CH:19][CH:20]=1)=[O:12])=[O:4]. (10) Reactant: [CH3:1][O:2][CH2:3][C:4]1[N:5]=[C:6]([CH:11]=[CH:12][C:13]2[CH:18]=[CH:17][C:16]([O:19][CH3:20])=[CH:15][CH:14]=2)[O:7][C:8]=1[CH2:9]O.C(N(CC)CC)C.CS([Cl:32])(=O)=O. Product: [Cl:32][CH2:9][C:8]1[O:7][C:6]([CH:11]=[CH:12][C:13]2[CH:18]=[CH:17][C:16]([O:19][CH3:20])=[CH:15][CH:14]=2)=[N:5][C:4]=1[CH2:3][O:2][CH3:1]. The catalyst class is: 4.